From a dataset of NCI-60 drug combinations with 297,098 pairs across 59 cell lines. Regression. Given two drug SMILES strings and cell line genomic features, predict the synergy score measuring deviation from expected non-interaction effect. (1) Drug 1: C1=NC2=C(N1)C(=S)N=C(N2)N. Drug 2: C(CC(=O)O)C(=O)CN.Cl. Cell line: NCI-H226. Synergy scores: CSS=11.9, Synergy_ZIP=-7.30, Synergy_Bliss=-2.17, Synergy_Loewe=-8.09, Synergy_HSA=-1.74. (2) Synergy scores: CSS=29.4, Synergy_ZIP=-1.94, Synergy_Bliss=2.13, Synergy_Loewe=-6.55, Synergy_HSA=3.64. Drug 2: CC1=C2C(C(=O)C3(C(CC4C(C3C(C(C2(C)C)(CC1OC(=O)C(C(C5=CC=CC=C5)NC(=O)C6=CC=CC=C6)O)O)OC(=O)C7=CC=CC=C7)(CO4)OC(=O)C)O)C)OC(=O)C. Cell line: SNB-75. Drug 1: CC12CCC3C(C1CCC2=O)CC(=C)C4=CC(=O)C=CC34C. (3) Drug 1: CS(=O)(=O)C1=CC(=C(C=C1)C(=O)NC2=CC(=C(C=C2)Cl)C3=CC=CC=N3)Cl. Drug 2: C1=NC2=C(N1)C(=S)N=C(N2)N. Cell line: SF-539. Synergy scores: CSS=31.5, Synergy_ZIP=1.32, Synergy_Bliss=1.41, Synergy_Loewe=-6.88, Synergy_HSA=2.89. (4) Drug 1: C1=CC(=C2C(=C1NCCNCCO)C(=O)C3=C(C=CC(=C3C2=O)O)O)NCCNCCO. Drug 2: CC1=CC2C(CCC3(C2CCC3(C(=O)C)OC(=O)C)C)C4(C1=CC(=O)CC4)C. Cell line: SF-295. Synergy scores: CSS=59.9, Synergy_ZIP=13.9, Synergy_Bliss=8.81, Synergy_Loewe=-48.1, Synergy_HSA=7.02. (5) Drug 1: CC1CCC2CC(C(=CC=CC=CC(CC(C(=O)C(C(C(=CC(C(=O)CC(OC(=O)C3CCCCN3C(=O)C(=O)C1(O2)O)C(C)CC4CCC(C(C4)OC)OCCO)C)C)O)OC)C)C)C)OC. Drug 2: C1CNP(=O)(OC1)N(CCCl)CCCl. Cell line: HCT116. Synergy scores: CSS=-0.566, Synergy_ZIP=0.929, Synergy_Bliss=1.01, Synergy_Loewe=0.989, Synergy_HSA=-1.36. (6) Synergy scores: CSS=35.8, Synergy_ZIP=-9.72, Synergy_Bliss=-1.56, Synergy_Loewe=-20.6, Synergy_HSA=1.75. Drug 2: C1=NC2=C(N1)C(=S)N=C(N2)N. Cell line: UACC-257. Drug 1: CCC1=CC2CC(C3=C(CN(C2)C1)C4=CC=CC=C4N3)(C5=C(C=C6C(=C5)C78CCN9C7C(C=CC9)(C(C(C8N6C)(C(=O)OC)O)OC(=O)C)CC)OC)C(=O)OC.C(C(C(=O)O)O)(C(=O)O)O.